Dataset: Reaction yield outcomes from USPTO patents with 853,638 reactions. Task: Predict the reaction yield, written as a fraction of the theoretical maximum amount of product (1.0 means a 100% yield; for example, 0.34 means a 34% yield). (1) The reactants are [NH:1]1[CH2:7][C:5](=[O:6])[NH:4][C:2]1=[S:3].Br[CH:9]([CH2:15][CH3:16])[C:10]([O:12][CH2:13][CH3:14])=[O:11].C([O-])([O-])=O.[K+].[K+]. The catalyst is CN(C=O)C. The product is [CH2:13]([O:12][C:10](=[O:11])[CH2:9][CH2:15][CH2:16][N:4]1[C:5](=[O:6])[CH2:7][NH:1][C:2]1=[S:3])[CH3:14]. The yield is 0.320. (2) The reactants are [CH:1]([N:4]1[CH:8]=[N:7][N:6]=[C:5]1[C:9]1[S:10][C:11]2[CH2:12][CH2:13][O:14][C:15]3[CH:22]=[C:21]([C:23](O)=[O:24])[CH:20]=[CH:19][C:16]=3[C:17]=2[N:18]=1)([CH3:3])[CH3:2].C(Cl)(=O)C(Cl)=O.[NH2:32][C:33]1[CH:37]=[CH:36][O:35][N:34]=1.C(N(CC)CC)C.C(=O)(O)[O-].[Na+]. The catalyst is C(Cl)Cl.CN(C=O)C. The product is [O:35]1[CH:36]=[CH:37][C:33]([NH:32][C:23]([C:21]2[CH:20]=[CH:19][C:16]3[C:17]4[N:18]=[C:9]([C:5]5[N:4]([CH:1]([CH3:3])[CH3:2])[CH:8]=[N:7][N:6]=5)[S:10][C:11]=4[CH2:12][CH2:13][O:14][C:15]=3[CH:22]=2)=[O:24])=[N:34]1. The yield is 0.470. (3) The reactants are Br[C:2]1[C:7]([CH3:8])=[N:6][C:5]([Cl:9])=[C:4]2[NH:10][C:11]([CH3:14])=[C:12]([CH3:13])[C:3]=12.CC1(C)C(C)(C)OB([C:23]2[CH:32]=[CH:31][CH:30]=[C:29]3[C:24]=2[CH2:25][CH2:26][N:27]([C:33]([O:35][C:36]([CH3:39])([CH3:38])[CH3:37])=[O:34])[CH2:28]3)O1.P([O-])([O-])([O-])=O.[K+].[K+].[K+]. The catalyst is [Pd](Cl)Cl.C(P(C(C)(C)C)[C-]1C=CC=C1)(C)(C)C.[C-]1(P(C(C)(C)C)C(C)(C)C)C=CC=C1.[Fe+2].O1CCCC1. The product is [Cl:9][C:5]1[N:6]=[C:7]([CH3:8])[C:2]([C:23]2[CH:32]=[CH:31][CH:30]=[C:29]3[C:24]=2[CH2:25][CH2:26][N:27]([C:33]([O:35][C:36]([CH3:39])([CH3:38])[CH3:37])=[O:34])[CH2:28]3)=[C:3]2[C:12]([CH3:13])=[C:11]([CH3:14])[NH:10][C:4]=12. The yield is 0.530. (4) The reactants are Br[C:2]1[CH:7]=[C:6]([O:8][CH3:9])[CH:5]=[C:4]([O:10][CH3:11])[CH:3]=1.[Na+].[I-:13].CNCCNC. The catalyst is O1CCOCC1.[Cu]I. The product is [I:13][C:2]1[CH:7]=[C:6]([O:8][CH3:9])[CH:5]=[C:4]([O:10][CH3:11])[CH:3]=1. The yield is 0.860. (5) The reactants are [Cl:1][CH2:2][CH2:3][CH2:4][S:5]([O:8][CH2:9][C:10]([CH3:25])([CH3:24])[C@@H:11]([OH:23])[C:12]([O:14][CH2:15][CH2:16][O:17][C:18]([O:20][CH2:21][CH3:22])=[O:19])=[O:13])(=[O:7])=[O:6].[CH3:26][CH:27]([CH3:31])[C:28](Cl)=[O:29].N1C=CC=CC=1. The catalyst is ClCCl. The product is [Cl:1][CH2:2][CH2:3][CH2:4][S:5]([O:8][CH2:9][C:10]([CH3:24])([CH3:25])[C@@H:11]([O:23][C:28](=[O:29])[CH:27]([CH3:31])[CH3:26])[C:12]([O:14][CH2:15][CH2:16][O:17][C:18]([O:20][CH2:21][CH3:22])=[O:19])=[O:13])(=[O:7])=[O:6]. The yield is 0.990.